Dataset: NCI-60 drug combinations with 297,098 pairs across 59 cell lines. Task: Regression. Given two drug SMILES strings and cell line genomic features, predict the synergy score measuring deviation from expected non-interaction effect. (1) Drug 1: C1CC(=O)NC(=O)C1N2CC3=C(C2=O)C=CC=C3N. Drug 2: CCCS(=O)(=O)NC1=C(C(=C(C=C1)F)C(=O)C2=CNC3=C2C=C(C=N3)C4=CC=C(C=C4)Cl)F. Cell line: MCF7. Synergy scores: CSS=3.95, Synergy_ZIP=-0.0574, Synergy_Bliss=0.320, Synergy_Loewe=-0.119, Synergy_HSA=-0.957. (2) Drug 1: C1=CC=C(C=C1)NC(=O)CCCCCCC(=O)NO. Drug 2: C1=CN(C=N1)CC(O)(P(=O)(O)O)P(=O)(O)O. Cell line: OVCAR-4. Synergy scores: CSS=11.1, Synergy_ZIP=-2.31, Synergy_Bliss=1.54, Synergy_Loewe=2.34, Synergy_HSA=1.90. (3) Drug 1: CC1=C2C(C(=O)C3(C(CC4C(C3C(C(C2(C)C)(CC1OC(=O)C(C(C5=CC=CC=C5)NC(=O)OC(C)(C)C)O)O)OC(=O)C6=CC=CC=C6)(CO4)OC(=O)C)OC)C)OC. Drug 2: C1C(C(OC1N2C=NC3=C(N=C(N=C32)Cl)N)CO)O. Cell line: IGROV1. Synergy scores: CSS=38.1, Synergy_ZIP=6.70, Synergy_Bliss=6.87, Synergy_Loewe=-12.1, Synergy_HSA=6.73. (4) Drug 1: C1CC(C1)(C(=O)O)C(=O)O.[NH2-].[NH2-].[Pt+2]. Drug 2: C1C(C(OC1N2C=NC3=C2NC=NCC3O)CO)O. Cell line: NCI-H226. Synergy scores: CSS=-2.62, Synergy_ZIP=1.06, Synergy_Bliss=-1.47, Synergy_Loewe=-3.47, Synergy_HSA=-4.46. (5) Drug 1: CCCCCOC(=O)NC1=NC(=O)N(C=C1F)C2C(C(C(O2)C)O)O. Cell line: COLO 205. Drug 2: C1=CC=C(C=C1)NC(=O)CCCCCCC(=O)NO. Synergy scores: CSS=-3.35, Synergy_ZIP=3.00, Synergy_Bliss=1.64, Synergy_Loewe=-12.2, Synergy_HSA=-4.58. (6) Drug 1: C1=CC(=CC=C1C#N)C(C2=CC=C(C=C2)C#N)N3C=NC=N3. Drug 2: C1=NC(=NC(=O)N1C2C(C(C(O2)CO)O)O)N. Cell line: U251. Synergy scores: CSS=27.8, Synergy_ZIP=-2.69, Synergy_Bliss=1.88, Synergy_Loewe=4.50, Synergy_HSA=0.755.